From a dataset of Full USPTO retrosynthesis dataset with 1.9M reactions from patents (1976-2016). Predict the reactants needed to synthesize the given product. (1) Given the product [Cl:45][C:25]1[CH:24]=[C:23]([NH:22][C:19]2[C:20]3[N:12]([CH2:11][CH2:10][OH:9])[CH:13]=[CH:14][C:15]=3[N:16]=[CH:17][N:18]=2)[CH:44]=[CH:43][C:26]=1[O:27][C:28]1[CH:29]=[C:30]([C:34](=[O:42])[CH2:35][C:36]2[CH:41]=[CH:40][CH:39]=[CH:38][CH:37]=2)[CH:31]=[CH:32][CH:33]=1, predict the reactants needed to synthesize it. The reactants are: C([O:9][CH2:10][CH2:11][N:12]1[C:20]2[C:19](Cl)=[N:18][CH:17]=[N:16][C:15]=2[CH:14]=[CH:13]1)(=O)C1C=CC=CC=1.[NH2:22][C:23]1[CH:44]=[CH:43][C:26]([O:27][C:28]2[CH:29]=[C:30]([C:34](=[O:42])[CH2:35][C:36]3[CH:41]=[CH:40][CH:39]=[CH:38][CH:37]=3)[CH:31]=[CH:32][CH:33]=2)=[C:25]([Cl:45])[CH:24]=1.C(O)(C)C.[OH-].[Na+]. (2) Given the product [N:15]1([CH2:14][CH2:13][CH2:12][NH:11][C:2]2[CH:7]=[CH:6][CH:5]=[C:4]([N+:8]([O-:10])=[O:9])[CH:3]=2)[CH2:20][CH2:19][O:18][CH2:17][CH2:16]1, predict the reactants needed to synthesize it. The reactants are: F[C:2]1[CH:3]=[C:4]([N+:8]([O-:10])=[O:9])[CH:5]=[CH:6][CH:7]=1.[NH2:11][CH2:12][CH2:13][CH2:14][N:15]1[CH2:20][CH2:19][O:18][CH2:17][CH2:16]1.O. (3) Given the product [CH3:1][O:2][C:3]1[CH:4]=[C:5]2[C:10](=[CH:11][C:12]=1[O:13][CH3:14])[N:9]=[CH:8][CH:7]=[C:6]2[O:15][C:16]1[CH:21]=[CH:20][C:19]([NH:22][CH2:23][CH2:24][O:25][C:26]2[CH:31]=[CH:30][CH:29]=[CH:28][CH:27]=2)=[CH:18][CH:17]=1, predict the reactants needed to synthesize it. The reactants are: [CH3:1][O:2][C:3]1[CH:4]=[C:5]2[C:10](=[CH:11][C:12]=1[O:13][CH3:14])[N:9]=[CH:8][CH:7]=[C:6]2[O:15][C:16]1[CH:21]=[CH:20][C:19]([NH:22][C:23](=O)[CH2:24][O:25][C:26]2[CH:31]=[CH:30][CH:29]=[CH:28][CH:27]=2)=[CH:18][CH:17]=1.Cl.[OH-].[Na+]. (4) Given the product [N:4]1[CH:5]=[CH:6][N:1]=[C:2]2[C:10]([O:12][C:7](=[O:9])[C:3]=12)=[O:11], predict the reactants needed to synthesize it. The reactants are: [N:1]1[CH:6]=[CH:5][N:4]=[C:3]([C:7]([OH:9])=O)[C:2]=1[C:10]([OH:12])=[O:11].C(OC(=O)C)(=O)C. (5) Given the product [CH3:1][N:2]([C:3]1[CH:8]=[CH:7][C:6]([O:9][CH3:10])=[CH:5][C:4]=1[CH3:11])[C:20](=[O:21])[CH2:19][N:24]([CH3:25])[CH3:23], predict the reactants needed to synthesize it. The reactants are: [CH3:1][NH:2][C:3]1[CH:8]=[CH:7][C:6]([O:9][CH3:10])=[CH:5][C:4]=1[CH3:11].C(=O)([O-])[O-].[K+].[K+].Br[CH2:19][C:20](Cl)=[O:21].[CH3:23][NH:24][CH3:25]. (6) Given the product [CH3:24][S:25]([O:11][CH2:10][CH2:9][C:6]1[CH:7]=[CH:8][C:3]([O:2][CH3:1])=[C:4]([CH2:12][CH2:13][CH2:14][CH2:15][CH3:16])[CH:5]=1)(=[O:27])=[O:26], predict the reactants needed to synthesize it. The reactants are: [CH3:1][O:2][C:3]1[CH:8]=[CH:7][C:6]([CH2:9][CH2:10][OH:11])=[CH:5][C:4]=1[CH2:12][CH2:13][CH2:14][CH2:15][CH3:16].C(N(CC)CC)C.[CH3:24][S:25](Cl)(=[O:27])=[O:26]. (7) Given the product [CH3:11][C:10]1[N:9]=[C:8]([CH3:12])[N:5]2[CH:6]=[CH:7][C:2]([B:16]3[O:20][C:19]([CH3:22])([CH3:21])[C:18]([CH3:24])([CH3:23])[O:17]3)=[CH:3][C:4]=12, predict the reactants needed to synthesize it. The reactants are: Br[C:2]1[CH:7]=[CH:6][N:5]2[C:8]([CH3:12])=[N:9][C:10]([CH3:11])=[C:4]2[CH:3]=1.C(Cl)Cl.[B:16]1([B:16]2[O:20][C:19]([CH3:22])([CH3:21])[C:18]([CH3:24])([CH3:23])[O:17]2)[O:20][C:19]([CH3:22])([CH3:21])[C:18]([CH3:24])([CH3:23])[O:17]1.CC([O-])=O.[K+]. (8) Given the product [C:2]([C:5]1[N:6]=[C:7]([N:10]2[CH2:13][CH:12]([S:14][C:15]3[C@H:16]([CH3:29])[C@@H:17]4[C@@H:24]([C@H:25]([OH:27])[CH3:26])[C:23](=[O:28])[N:18]4[C:19]=3[C:20]([O:22][C:31]3[CH:36]=[CH:35][CH:34]=[CH:33][CH:32]=3)=[O:21])[CH2:11]2)[S:8][CH:9]=1)(=[O:4])[NH2:3], predict the reactants needed to synthesize it. The reactants are: [Na+].[C:2]([C:5]1[N:6]=[C:7]([N:10]2[CH2:13][CH:12]([S:14][C:15]3[C@H:16]([CH3:29])[C@@H:17]4[C@@H:24]([C@H:25]([OH:27])[CH3:26])[C:23](=[O:28])[N:18]4[C:19]=3[C:20]([O-:22])=[O:21])[CH2:11]2)[S:8][CH:9]=1)(=[O:4])[NH2:3].Cl.[C:31]1(O)[CH:36]=[CH:35][CH:34]=[CH:33][CH:32]=1.CN(C1C=CC=CN=1)C.Cl.C(N=C=NCCCN(C)C)C. (9) Given the product [CH2:14]([NH:17][C:26](=[O:25])[CH2:27][CH2:28][CH2:29][CH2:1][CH2:2][CH2:3][CH2:4][CH2:5][CH:23]=[CH2:24])[CH2:15][NH:16][C:1](=[O:12])[CH2:2][CH2:3][CH2:4][CH2:5][CH2:6][CH2:7][CH2:8][CH2:9][CH:10]=[CH2:11], predict the reactants needed to synthesize it. The reactants are: [C:1](Cl)(=[O:12])[CH2:2][CH2:3][CH2:4][CH2:5][CH2:6][CH2:7][CH2:8][CH2:9][CH:10]=[CH2:11].[CH2:14]([NH2:17])[CH2:15][NH2:16].C(N([CH2:23][CH3:24])CC)C.[O:25]1[CH2:29][CH2:28][CH2:27][CH2:26]1.